This data is from Reaction yield outcomes from USPTO patents with 853,638 reactions. The task is: Predict the reaction yield, written as a fraction of the theoretical maximum amount of product (1.0 means a 100% yield; for example, 0.34 means a 34% yield). (1) The catalyst is CO. The reactants are [CH:1]([C:4]1[NH:5][C:6]2[C:11]([C:12]=1[CH:13]=O)=[CH:10][C:9]([O:15][CH3:16])=[CH:8][CH:7]=2)([CH3:3])[CH3:2].[C:17]([C:20]1[CH:25]=[CH:24][N:23]=[CH:22][CH:21]=1)(=[O:19])[CH3:18].N1CCCCC1. The yield is 0.660. The product is [CH:1]([C:4]1[NH:5][C:6]2[C:11]([C:12]=1/[CH:13]=[CH:18]/[C:17]([C:20]1[CH:25]=[CH:24][N:23]=[CH:22][CH:21]=1)=[O:19])=[CH:10][C:9]([O:15][CH3:16])=[CH:8][CH:7]=2)([CH3:3])[CH3:2]. (2) The reactants are Cl.[CH3:2][O:3][CH2:4][CH2:5][O:6][CH:7]1[CH2:16][CH2:15][C:10]2(OCC[O:11]2)[CH2:9][CH2:8]1. The catalyst is O1CCCC1. The product is [CH3:2][O:3][CH2:4][CH2:5][O:6][CH:7]1[CH2:16][CH2:15][C:10](=[O:11])[CH2:9][CH2:8]1. The yield is 0.630. (3) The reactants are [CH3:1][O:2][C:3](=[O:19])[C:4]1[CH:9]=[C:8]([OH:10])[CH:7]=[C:6]([O:11][C:12]2[CH:17]=[CH:16][C:15]([Br:18])=[CH:14][CH:13]=2)[CH:5]=1.I[C:21]1[CH:26]=[CH:25][CH:24]=[CH:23][CH:22]=1.C(=O)([O-])[O-].[Cs+].[Cs+].S([O-])([O-])(=O)=O.[Mg+2].CC(=NO)C(C)=NO. The catalyst is C(#N)C.[Cu-]=O. The product is [CH3:1][O:2][C:3](=[O:19])[C:4]1[CH:9]=[C:8]([O:10][C:21]2[CH:26]=[CH:25][CH:24]=[CH:23][CH:22]=2)[CH:7]=[C:6]([O:11][C:12]2[CH:17]=[CH:16][C:15]([Br:18])=[CH:14][CH:13]=2)[CH:5]=1. The yield is 0.230.